Task: Regression. Given a peptide amino acid sequence and an MHC pseudo amino acid sequence, predict their binding affinity value. This is MHC class I binding data.. Dataset: Peptide-MHC class I binding affinity with 185,985 pairs from IEDB/IMGT (1) The peptide sequence is YLGSANMDWR. The MHC is HLA-A33:01 with pseudo-sequence HLA-A33:01. The binding affinity (normalized) is 0.241. (2) The peptide sequence is FLIVAALVFL. The MHC is HLA-A02:03 with pseudo-sequence HLA-A02:03. The binding affinity (normalized) is 0.530. (3) The peptide sequence is FMMSRRRLL. The MHC is HLA-A23:01 with pseudo-sequence HLA-A23:01. The binding affinity (normalized) is 0.426.